Task: Predict the reaction yield, written as a fraction of the theoretical maximum amount of product (1.0 means a 100% yield; for example, 0.34 means a 34% yield).. Dataset: Reaction yield outcomes from USPTO patents with 853,638 reactions (1) The reactants are [Cl:1][C:2]1[CH:3]=[C:4]2[C:13](=[C:14]3[C:19]=1[CH:18]=[CH:17][CH:16]=[N:15]3)[NH:12][S:11](=[O:21])(=[O:20])[C:10]1[C:5]2=[CH:6][C:7](F)=[CH:8][CH:9]=1.[CH3:23][N:24]1[CH2:29][CH2:28][NH:27][CH2:26][CH2:25]1. The catalyst is CN1C(=O)CCC1. The product is [Cl:1][C:2]1[CH:3]=[C:4]2[C:13](=[C:14]3[C:19]=1[CH:18]=[CH:17][CH:16]=[N:15]3)[NH:12][S:11](=[O:21])(=[O:20])[C:10]1[C:5]2=[CH:6][C:7]([N:27]2[CH2:28][CH2:29][N:24]([CH3:23])[CH2:25][CH2:26]2)=[CH:8][CH:9]=1. The yield is 0.280. (2) The product is [F:14][C:15]1[CH:20]=[C:19]([C:2]2[S:10][C:9]3[C:8](=[O:11])[NH:7][C:6]([CH3:13])([CH3:12])[NH:5][C:4]=3[CH:3]=2)[CH:18]=[CH:17][N:16]=1. The yield is 0.690. The reactants are Br[C:2]1[S:10][C:9]2[C:8](=[O:11])[NH:7][C:6]([CH3:13])([CH3:12])[NH:5][C:4]=2[CH:3]=1.[F:14][C:15]1[CH:20]=[C:19](B2OC(C)(C)C(C)(C)O2)[CH:18]=[CH:17][N:16]=1.C(=O)([O-])[O-].[Na+].[Na+]. The catalyst is O1CCOCC1. (3) The reactants are [C:1]1([CH:7]([CH3:12])[CH2:8][C:9]([OH:11])=O)[CH:6]=[CH:5][CH:4]=[CH:3][CH:2]=1.Cl.[CH3:14][C:15]1[C:19]([CH2:20][N:21]2[CH:25]=[C:24]([NH2:26])[CH:23]=[N:22]2)=[C:18]([CH3:27])[O:17][N:16]=1. No catalyst specified. The product is [CH3:14][C:15]1[C:19]([CH2:20][N:21]2[CH:25]=[C:24]([NH:26][C:9](=[O:11])[CH2:8][CH:7]([C:1]3[CH:2]=[CH:3][CH:4]=[CH:5][CH:6]=3)[CH3:12])[CH:23]=[N:22]2)=[C:18]([CH3:27])[O:17][N:16]=1. The yield is 0.0600. (4) The reactants are [CH3:1][C:2]1[N:7]=[C:6]([SH:8])[N:5]=[C:4]([OH:9])[CH:3]=1.C(=O)([O-])[O-].[K+].[K+].Br[CH2:17][C:18]1[C:22]([CH2:23][CH3:24])=[CH:21][N:20]([CH2:25]C)[N:19]=1. The catalyst is CN(C=O)C. The product is [CH2:23]([C:22]1[C:18]([CH2:17][S:8][C:6]2[N:5]=[C:4]([OH:9])[CH:3]=[C:2]([CH3:1])[N:7]=2)=[N:19][N:20]([CH3:25])[CH:21]=1)[CH3:24]. The yield is 0.410. (5) The reactants are [CH2:1]([O:8][C:9]1[CH:14]=[CH:13][C:12]([C@@H:15]2[CH2:17][C@H:16]2[N+:18]([O-])=O)=[CH:11][CH:10]=1)[C:2]1[CH:7]=[CH:6][CH:5]=[CH:4][CH:3]=1.Cl. The catalyst is CC(O)C.[Zn]. The product is [CH2:1]([O:8][C:9]1[CH:10]=[CH:11][C:12]([C@@H:15]2[CH2:17][C@H:16]2[NH2:18])=[CH:13][CH:14]=1)[C:2]1[CH:3]=[CH:4][CH:5]=[CH:6][CH:7]=1. The yield is 0.700. (6) The reactants are [OH:1][C:2]1[CH:11]=[C:10]([O:12][C:13](=[O:16])[CH2:14][CH3:15])[CH:9]=[C:8]2[C:3]=1[C:4]([CH2:18][CH2:19][CH3:20])=[CH:5][C:6](=[O:17])[O:7]2.C([O-])([O-])=O.[K+].[K+].Cl[C:28]([CH3:32])([CH3:31])[C:29]#[CH:30]. The catalyst is CC(=O)CC.CN(C=O)C.[I-].C([N+](CCCC)(CCCC)CCCC)CCC.[Cl-].[Cl-].[Zn+2]. The product is [CH3:31][C:28]1([CH3:32])[O:1][C:2]2[C:3]3[C:4]([CH2:18][CH2:19][CH3:20])=[CH:5][C:6](=[O:17])[O:7][C:8]=3[CH:9]=[C:10]([O:12][C:13](=[O:16])[CH2:14][CH3:15])[C:11]=2[CH:30]=[CH:29]1. The yield is 0.271. (7) The reactants are [Cl:1][C:2]1[CH:7]=[CH:6][C:5]([CH2:8][CH2:9][CH2:10][C:11]([OH:13])=O)=[CH:4][CH:3]=1.O.O[N:16]1C2C=CC=CC=2N=N1.Cl.C(N=C=NCCCN(C)C)C.N.CO. The catalyst is CN(C)C=O.O. The product is [Cl:1][C:2]1[CH:7]=[CH:6][C:5]([CH2:8][CH2:9][CH2:10][C:11]([NH2:16])=[O:13])=[CH:4][CH:3]=1. The yield is 0.610. (8) The reactants are [N+:1]([C:4]1[CH:11]=[CH:10][C:7]([CH:8]=[O:9])=[CH:6][CH:5]=1)([O-:3])=[O:2].[CH2:12](O)[CH2:13][OH:14].C1(C)C=CC(S(O)(=O)=O)=CC=1. The catalyst is C1(C)C=CC=CC=1. The product is [N+:1]([C:4]1[CH:5]=[CH:6][C:7]([CH:8]2[O:14][CH2:13][CH2:12][O:9]2)=[CH:10][CH:11]=1)([O-:3])=[O:2]. The yield is 0.920.